From a dataset of Reaction yield outcomes from USPTO patents with 853,638 reactions. Predict the reaction yield, written as a fraction of the theoretical maximum amount of product (1.0 means a 100% yield; for example, 0.34 means a 34% yield). (1) The reactants are [F-].C([O:6][C:7]([NH:9][C:10]1[N:11]=[CH:12][CH:13]=[C:14]2[C:19]=1[CH:18]=[N+:17]([CH3:20])[C:16]1[CH:21]=[C:22]([Cl:25])[CH:23]=[CH:24][C:15]2=1)=[O:8])(C)(C)C.[OH-].[Na+].[O-:28][Mn](=O)(=O)=O.[K+]. The catalyst is C(Cl)Cl.O. The product is [Cl:25][C:22]1[CH:23]=[CH:24][C:15]2[C:14]3[C:19](=[C:10]([NH:9][C:7](=[O:8])[OH:6])[N:11]=[CH:12][CH:13]=3)[C:18](=[O:28])[N:17]([CH3:20])[C:16]=2[CH:21]=1. The yield is 0.650. (2) The reactants are [CH2:1]([NH:3][CH2:4][CH3:5])[CH3:2].[Br:6][C:7]1[CH:12]=[CH:11][C:10]([C:13]2[O:14][C:15]([CH3:25])=[C:16]([CH2:18][CH2:19]OS(C)(=O)=O)[N:17]=2)=[CH:9][CH:8]=1. The catalyst is C1COCC1. The product is [Br:6][C:7]1[CH:12]=[CH:11][C:10]([C:13]2[O:14][C:15]([CH3:25])=[C:16]([CH2:18][CH2:19][N:3]([CH2:4][CH3:5])[CH2:1][CH3:2])[N:17]=2)=[CH:9][CH:8]=1. The yield is 0.670. (3) The reactants are [H-].[Na+].[OH:3][C:4]1[C:13]2[C:8](=[CH:9][CH:10]=[CH:11][CH:12]=2)[C:7]([CH:14]=[O:15])=[CH:6][CH:5]=1.Br[CH2:17][C:18]1[CH:23]=[CH:22][C:21]([Cl:24])=[CH:20][CH:19]=1.Cl. The catalyst is CN(C)C=O. The product is [Cl:24][C:21]1[CH:22]=[CH:23][C:18]([CH2:17][O:3][C:4]2[C:13]3[C:8](=[CH:9][CH:10]=[CH:11][CH:12]=3)[C:7]([CH:14]=[O:15])=[CH:6][CH:5]=2)=[CH:19][CH:20]=1. The yield is 0.930. (4) The reactants are FC(F)(F)S(O[C:7]1[C:12]([F:13])=[CH:11][CH:10]=[CH:9][C:8]=1[Cl:14])(=O)=O.[C:17]([Si:19]([CH3:22])([CH3:21])[CH3:20])#[CH:18].C(N(CC)CC)C. The catalyst is C(#N)C.C1C=CC(P(C2C=CC=CC=2)C2C=CC=CC=2)=CC=1.C1C=CC(P(C2C=CC=CC=2)C2C=CC=CC=2)=CC=1.Cl[Pd]Cl. The product is [Cl:14][C:8]1[CH:9]=[CH:10][CH:11]=[C:12]([F:13])[C:7]=1[C:18]#[C:17][Si:19]([CH3:22])([CH3:21])[CH3:20]. The yield is 0.790. (5) The yield is 0.920. The catalyst is C(O)(=O)C. The product is [O:18]1[C:17]2=[CH:16][CH:15]=[CH:14][C:5]([NH2:6])=[C:4]2[CH2:3][CH2:19]1. The reactants are OC[CH2:3][C:4]1[C:17]([O:18][CH3:19])=[CH:16][CH:15]=[CH:14][C:5]=1[NH:6]C(OC(C)(C)C)=O.Br.[OH-].[Na+].